Dataset: Full USPTO retrosynthesis dataset with 1.9M reactions from patents (1976-2016). Task: Predict the reactants needed to synthesize the given product. (1) Given the product [CH3:1][O:2][C:3]1[CH:10]=[CH:9][C:6]([CH2:7][O:8][C:13]2[N:18]=[C:17]([NH2:19])[C:16]([N+:20]([O-:22])=[O:21])=[CH:15][CH:14]=2)=[CH:5][CH:4]=1, predict the reactants needed to synthesize it. The reactants are: [CH3:1][O:2][C:3]1[CH:10]=[CH:9][C:6]([CH2:7][OH:8])=[CH:5][CH:4]=1.[Na].Cl[C:13]1[N:18]=[C:17]([NH2:19])[C:16]([N+:20]([O-:22])=[O:21])=[CH:15][CH:14]=1.O. (2) Given the product [CH3:8][C:3]1[C:2]([B:9]([OH:14])[OH:10])=[CH:7][CH:6]=[CH:5][N:4]=1, predict the reactants needed to synthesize it. The reactants are: Br[C:2]1[C:3]([CH3:8])=[N:4][CH:5]=[CH:6][CH:7]=1.[B:9](OC(C)C)([O:14]C(C)C)[O:10]C(C)C.C([Li])CCC.Cl. (3) Given the product [O:45]1[C:41]2[CH:40]=[CH:39][C:38]([C:2]3[CH:7]=[CH:6][C:5]([C:8]4[N:12]([CH2:13][C@@H:14]5[CH2:18][CH2:17][N:16]([C:19]([CH:21]6[CH2:23][CH2:22]6)=[O:20])[CH2:15]5)[C:11]5[CH:24]=[CH:25][CH:26]=[C:27]([C:28]#[N:29])[C:10]=5[N:9]=4)=[CH:4][CH:3]=3)=[CH:46][C:42]=2[CH:43]=[CH:44]1, predict the reactants needed to synthesize it. The reactants are: Br[C:2]1[CH:7]=[CH:6][C:5]([C:8]2[N:12]([CH2:13][C@@H:14]3[CH2:18][CH2:17][N:16]([C:19]([CH:21]4[CH2:23][CH2:22]4)=[O:20])[CH2:15]3)[C:11]3[CH:24]=[CH:25][CH:26]=[C:27]([C:28]#[N:29])[C:10]=3[N:9]=2)=[CH:4][CH:3]=1.CC1(C)C(C)(C)OB([C:38]2[CH:39]=[CH:40][C:41]3[O:45][CH:44]=[CH:43][C:42]=3[CH:46]=2)O1.C(=O)([O-])[O-].[K+].[K+]. (4) Given the product [F:11][C:9]1[CH:8]=[CH:7][C:5]([O:6][S:22]([C:25]([F:28])([F:27])[F:26])(=[O:24])=[O:23])=[C:4]([CH:10]=1)[C:3]([O:2][CH3:1])=[O:12], predict the reactants needed to synthesize it. The reactants are: [CH3:1][O:2][C:3](=[O:12])[C:4]1[C:5](=[CH:7][CH:8]=[C:9]([F:11])[CH:10]=1)[OH:6].[H-].[Na+].C1C=CC(N([S:22]([C:25]([F:28])([F:27])[F:26])(=[O:24])=[O:23])[S:22]([C:25]([F:28])([F:27])[F:26])(=[O:24])=[O:23])=CC=1. (5) Given the product [OH:1][CH2:2][C:3]1([NH:16][C:17]([C:19]2[CH:20]=[CH:21][C:22]3[S:23][CH2:24][C:25](=[O:29])[NH:26][C:27]=3[N:28]=2)=[O:18])[CH2:8][CH2:7][NH:6][CH2:5][CH2:4]1, predict the reactants needed to synthesize it. The reactants are: [OH:1][CH2:2][C:3]1([NH:16][C:17]([C:19]2[CH:20]=[CH:21][C:22]3[S:23][CH2:24][C:25](=[O:29])[NH:26][C:27]=3[N:28]=2)=[O:18])[CH2:8][CH2:7][N:6](C(OC(C)(C)C)=O)[CH2:5][CH2:4]1.FC(F)(F)C(O)=O.